From a dataset of Forward reaction prediction with 1.9M reactions from USPTO patents (1976-2016). Predict the product of the given reaction. (1) Given the reactants [Cl:1][C:2]1[CH:7]=[CH:6][CH:5]=[CH:4][C:3]=1[NH:8][C:9]([NH2:11])=[S:10].Br[CH2:13][C:14]([C:16]1[CH:25]=[CH:24][C:23]2[NH:22][C:21](=[O:26])[C:20]3[NH:27][CH:28]=[CH:29][C:19]=3[C:18]=2[CH:17]=1)=O.[CH2:30]([C:32]([O-:34])=[O:33])[CH3:31], predict the reaction product. The product is: [Cl:1][C:2]1[CH:7]=[CH:6][CH:5]=[CH:4][C:3]=1[NH:8][C:9]1[S:10][CH:13]=[C:14]([C:16]2[CH:25]=[CH:24][C:23]3[NH:22][C:21](=[O:26])[C:20]4[NH:27][CH:28]=[CH:29][C:19]=4[C:18]=3[CH:17]=2)[N:11]=1.[CH2:30]([C:32]([O-:34])=[O:33])[CH3:31]. (2) Given the reactants [Cl:1][C:2]1[CH:3]=[CH:4][C:5]([CH:17]=O)=[C:6]([N:8]2[CH2:13][CH2:12][CH:11]([C:14]([NH2:16])=[O:15])[CH2:10][CH2:9]2)[CH:7]=1.Cl.[N:20]1([C:26]([O:28][CH:29]([C:34]([F:37])([F:36])[F:35])[C:30]([F:33])([F:32])[F:31])=[O:27])[CH2:25][CH2:24][NH:23][CH2:22][CH2:21]1.CN(C=O)C.[BH-](OC(C)=O)(OC(C)=O)OC(C)=O.[Na+], predict the reaction product. The product is: [C:14]([CH:11]1[CH2:10][CH2:9][N:8]([C:6]2[CH:7]=[C:2]([Cl:1])[CH:3]=[CH:4][C:5]=2[CH2:17][N:23]2[CH2:22][CH2:21][N:20]([C:26]([O:28][CH:29]([C:30]([F:31])([F:32])[F:33])[C:34]([F:37])([F:36])[F:35])=[O:27])[CH2:25][CH2:24]2)[CH2:13][CH2:12]1)(=[O:15])[NH2:16]. (3) Given the reactants [F:1][C:2]1[CH:7]=[C:6]([F:8])[CH:5]=[CH:4][C:3]=1[N:9]1[C:13]([C:14]2[S:23][C:22]3[C:21]4[N:24]=[C:25]([N:28]5[CH2:33][C@H:32]([CH3:34])[NH:31][C@H:30]([CH3:35])[CH2:29]5)[CH:26]=[CH:27][C:20]=4[O:19][CH2:18][CH2:17][C:16]=3[CH:15]=2)=[N:12][CH:11]=[N:10]1.[C:36](=O)([O-])[O-].[Cs+].[Cs+].CI.O, predict the reaction product. The product is: [F:1][C:2]1[CH:7]=[C:6]([F:8])[CH:5]=[CH:4][C:3]=1[N:9]1[C:13]([C:14]2[S:23][C:22]3[C:21]4[N:24]=[C:25]([N:28]5[CH2:33][C@H:32]([CH3:34])[N:31]([CH3:36])[C@H:30]([CH3:35])[CH2:29]5)[CH:26]=[CH:27][C:20]=4[O:19][CH2:18][CH2:17][C:16]=3[CH:15]=2)=[N:12][CH:11]=[N:10]1. (4) Given the reactants [H][H].C(OC([N:10]1[CH2:15][CH2:14][N:13]([CH:16]([C:19]2[N:28]([CH2:29][C:30]3[CH:35]=[CH:34][CH:33]=[CH:32][CH:31]=3)[C:27](=[O:36])[C:26]3[C:21](=[CH:22][C:23]([Cl:37])=[CH:24][CH:25]=3)[N:20]=2)[CH2:17][CH3:18])[CH:12]([C:38]2[CH:43]=[CH:42][C:41]([CH3:44])=[CH:40][CH:39]=2)[CH2:11]1)=O)(C)(C)C.C1(C)C=CC=CC=1, predict the reaction product. The product is: [CH2:29]([N:28]1[C:27](=[O:36])[C:26]2[C:21](=[CH:22][C:23]([Cl:37])=[CH:24][CH:25]=2)[N:20]=[C:19]1[CH:16]([N:13]1[CH2:14][CH2:15][NH:10][CH2:11][CH:12]1[C:38]1[CH:43]=[CH:42][C:41]([CH3:44])=[CH:40][CH:39]=1)[CH2:17][CH3:18])[C:30]1[CH:31]=[CH:32][CH:33]=[CH:34][CH:35]=1. (5) Given the reactants [CH3:1][O:2][C:3]1[CH:22]=[CH:21][C:6]([CH2:7][N:8]2[C:12]3[CH:13]=[N:14][C:15]([C:17](=[N:19]O)[CH3:18])=[CH:16][C:11]=3[N:10]=[CH:9]2)=[CH:5][CH:4]=1.[Cl-].[NH4+], predict the reaction product. The product is: [CH3:1][O:2][C:3]1[CH:22]=[CH:21][C:6]([CH2:7][N:8]2[C:12]3[CH:13]=[N:14][C:15]([CH:17]([NH2:19])[CH3:18])=[CH:16][C:11]=3[N:10]=[CH:9]2)=[CH:5][CH:4]=1. (6) Given the reactants [H-].[Na+].[CH2:3]([C:5]1[CH:6]=[CH:7][C:8]([C:11]2[NH:12][C:13](=[O:20])[C:14]([CH:17]([CH3:19])[CH3:18])([CH3:16])[N:15]=2)=[N:9][CH:10]=1)[CH3:4].Br[CH2:22][C:23]([O:25][CH2:26][CH3:27])=[O:24], predict the reaction product. The product is: [CH2:3]([C:5]1[CH:6]=[CH:7][C:8]([C:11]2[N:12]([CH2:22][C:23]([O:25][CH2:26][CH3:27])=[O:24])[C:13](=[O:20])[C:14]([CH:17]([CH3:19])[CH3:18])([CH3:16])[N:15]=2)=[N:9][CH:10]=1)[CH3:4].